The task is: Predict which catalyst facilitates the given reaction.. This data is from Catalyst prediction with 721,799 reactions and 888 catalyst types from USPTO. (1) Reactant: [Cl:1][C:2]1[S:6][C:5]([CH2:7][O:8][CH2:9][C:10]2[O:14][N:13]=[C:12]([C:15]([O:17]CC)=[O:16])[CH:11]=2)=[CH:4][CH:3]=1.[OH-].[Na+]. Product: [Cl:1][C:2]1[S:6][C:5]([CH2:7][O:8][CH2:9][C:10]2[O:14][N:13]=[C:12]([C:15]([OH:17])=[O:16])[CH:11]=2)=[CH:4][CH:3]=1. The catalyst class is: 8. (2) Reactant: [NH:1](C(OC(C)(C)C)=O)[C@H:2]([C:17]([N:19]1[CH2:27][CH2:26][CH2:25][C@H:20]1[C:21]([O:23]C)=[O:22])=[O:18])[CH2:3][CH2:4][CH2:5][NH:6][C:7]([O:9][CH2:10][C:11]1[CH:16]=[CH:15][CH:14]=[CH:13][CH:12]=1)=[O:8].C(=O)=O. Product: [NH2:1][C@H:2]([C:17]([N:19]1[CH2:27][CH2:26][CH2:25][C@H:20]1[C:21]([OH:23])=[O:22])=[O:18])[CH2:3][CH2:4][CH2:5][NH:6][C:7]([O:9][CH2:10][C:11]1[CH:16]=[CH:15][CH:14]=[CH:13][CH:12]=1)=[O:8]. The catalyst class is: 55. (3) Reactant: C(N(C(C)C)CC)(C)C.C(OC([N:17]1[CH2:22][CH2:21][CH:20]([C:23]([OH:25])=O)[CH2:19][CH2:18]1)=O)(C)(C)C.[NH2:26][C:27]1[CH:28]=[C:29]([C:33]2[N:38]=[C:37]([C:39]3[CH:44]=[CH:43][CH:42]=[C:41]([CH2:45][OH:46])[CH:40]=3)[C:36]([CH3:47])=[C:35]([N:48]3[CH2:53][CH2:52][O:51][CH2:50][CH2:49]3)[N:34]=2)[CH:30]=[CH:31][CH:32]=1. Product: [OH:46][CH2:45][C:41]1[CH:40]=[C:39]([C:37]2[C:36]([CH3:47])=[C:35]([N:48]3[CH2:49][CH2:50][O:51][CH2:52][CH2:53]3)[N:34]=[C:33]([C:29]3[CH:30]=[CH:31][CH:32]=[C:27]([NH:26][C:23]([CH:20]4[CH2:19][CH2:18][NH:17][CH2:22][CH2:21]4)=[O:25])[CH:28]=3)[N:38]=2)[CH:44]=[CH:43][CH:42]=1. The catalyst class is: 3. (4) Reactant: [C:1]([O:5][C:6]([N:8]1[CH2:12][C:11]([F:14])([F:13])[CH2:10][C@H:9]1[CH2:15][C:16]([OH:18])=O)=[O:7])([CH3:4])([CH3:3])[CH3:2].Cl.NO.CCN=C=NCCC[N:30]([CH3:32])C.Cl.CN1CC[O:38][CH2:37]C1. Product: [CH3:37][O:38][N:30]([CH3:32])[C:16]([CH2:15][C@@H:9]1[CH2:10][C:11]([F:13])([F:14])[CH2:12][N:8]1[C:6]([O:5][C:1]([CH3:2])([CH3:3])[CH3:4])=[O:7])=[O:18]. The catalyst class is: 2.